Predict the product of the given reaction. From a dataset of Forward reaction prediction with 1.9M reactions from USPTO patents (1976-2016). (1) The product is: [N+:29]([O-:32])([O-:31])=[O:30].[N+:29]([O-:32])([O-:31])=[O:30].[C:2]([C:5]1[CH:10]=[CH:9][C:8]([CH2:11][N+:12]2[C:25]3[C:20](=[CH:21][CH:22]=[CH:23][CH:24]=3)[C:19]([C:19]3[C:20]4[C:25]([N+:12]([CH2:11][C:8]5[CH:9]=[CH:10][C:5]([C:2]([OH:4])=[O:3])=[CH:6][CH:7]=5)=[C:13]5[C:18]=3[CH:17]=[C:16]([F:27])[CH:15]=[CH:14]5)=[CH:24][CH:23]=[CH:22][CH:21]=4)=[C:18]3[C:13]=2[CH:14]=[CH:15][C:16]([F:27])=[CH:17]3)=[CH:7][CH:6]=1)([OH:4])=[O:3]. Given the reactants [Na].[C:2]([C:5]1[CH:10]=[CH:9][C:8]([CH2:11][N:12]2[C:25]3[C:20](=[CH:21][CH:22]=[CH:23][CH:24]=3)[C:19](=O)[C:18]3[CH:17]=[C:16]([F:27])[CH:15]=[CH:14][C:13]2=3)=[CH:7][CH:6]=1)([OH:4])=[O:3].Cl.[N+:29]([O-:32])([OH:31])=[O:30], predict the reaction product. (2) Given the reactants [NH2:1][O:2][CH2:3][CH2:4][NH:5][S:6]([CH3:9])(=[O:8])=[O:7].[F:10][C:11]1[CH:16]=[C:15]([I:17])[CH:14]=[CH:13][C:12]=1[NH:18][C:19]1[C:23]2[CH:24]=[N:25][CH:26]=[CH:27][C:22]=2[O:21][C:20]=1[C:28](O)=[O:29].C(Cl)CCl.C1C=CC2N(O)N=NC=2C=1.CCN(C(C)C)C(C)C, predict the reaction product. The product is: [CH3:9][S:6]([NH:5][CH2:4][CH2:3][O:2][NH:1][C:28]([C:20]1[O:21][C:22]2[CH:27]=[CH:26][N:25]=[CH:24][C:23]=2[C:19]=1[NH:18][C:12]1[CH:13]=[CH:14][C:15]([I:17])=[CH:16][C:11]=1[F:10])=[O:29])(=[O:8])=[O:7]. (3) The product is: [CH3:1][S:2]([O:5][C:6]1[CH:7]=[C:8]2[C:13](=[CH:14][CH:15]=1)[CH:12]=[C:11]([CH2:16][Br:19])[CH:10]=[CH:9]2)(=[O:4])=[O:3]. Given the reactants [CH3:1][S:2]([O:5][C:6]1[CH:7]=[C:8]2[C:13](=[CH:14][CH:15]=1)[CH:12]=[C:11]([CH2:16]O)[CH:10]=[CH:9]2)(=[O:4])=[O:3].C(Br)(Br)(Br)[Br:19].C1C=CC(P(C2C=CC=CC=2)C2C=CC=CC=2)=CC=1, predict the reaction product. (4) Given the reactants [CH3:1][C:2]1[C:3]([CH:23]=O)=[CH:4][N:5]([S:13]([C:16]2[CH:21]=[CH:20][C:19]([CH3:22])=[CH:18][CH:17]=2)(=[O:15])=[O:14])[C:6]=1[C:7]1[CH:12]=[CH:11][CH:10]=[CH:9][CH:8]=1.[Cl-:25].C[NH3+].[C:28]([BH3-])#[N:29].[Na+], predict the reaction product. The product is: [ClH:25].[CH3:28][NH:29][CH2:23][C:3]1[C:2]([CH3:1])=[C:6]([C:7]2[CH:8]=[CH:9][CH:10]=[CH:11][CH:12]=2)[N:5]([S:13]([C:16]2[CH:21]=[CH:20][C:19]([CH3:22])=[CH:18][CH:17]=2)(=[O:14])=[O:15])[CH:4]=1. (5) Given the reactants [O:1]=[C:2]1[CH2:6][O:5][C:4]([NH:7][N:8]2[CH2:13][CH2:12][CH2:11][CH2:10][CH2:9]2)=[C:3]1[C:14]([O:16][CH2:17][CH3:18])=[O:15].[NH:19]1[C:27]2[C:22](=[CH:23][CH:24]=[CH:25][N:26]=2)[C:21]([CH:28]=O)=[CH:20]1.N1CCC[C@H]1C(O)=O, predict the reaction product. The product is: [NH:19]1[C:27]2=[N:26][CH:25]=[CH:24][CH:23]=[C:22]2[C:21]([CH:28]=[C:6]2[O:5][C:4]([NH:7][N:8]3[CH2:13][CH2:12][CH2:11][CH2:10][CH2:9]3)=[C:3]([C:14]([O:16][CH2:17][CH3:18])=[O:15])[C:2]2=[O:1])=[CH:20]1. (6) Given the reactants Cl[CH2:2][Si:3]([CH3:6])([CH3:5])[CH3:4].[Mg].[C:8]([O:13][C:14]1([CH2:21][CH3:22])[CH2:18][CH2:17][CH2:16][CH:15]1CC)(=[O:12])[C:9]([O-])=[O:10].[Cl-].[NH4+], predict the reaction product. The product is: [OH:10][C:9]([CH2:2][Si:3]([CH3:6])([CH3:5])[CH3:4])([CH2:2][Si:3]([CH3:6])([CH3:5])[CH3:4])[C:8]([O:13][C:14]1([CH2:21][CH3:22])[CH2:18][CH2:17][CH2:16][CH2:15]1)=[O:12]. (7) Given the reactants [C:1]([CH2:3][C:4]([O:6][CH3:7])=[O:5])#[N:2].O[CH:9]1[CH2:14]SC(O)C[S:10]1.CN(C=O)C.C(N(CC)CC)C, predict the reaction product. The product is: [NH2:2][C:1]1[S:10][CH:9]=[CH:14][C:3]=1[C:4]([O:6][CH3:7])=[O:5]. (8) Given the reactants [CH3:1][C:2]([CH3:47])=[CH:3][CH2:4][CH2:5][C@:6]1([CH3:46])[O:11][C:10]2[C:12]([CH2:41][CH:42]=[C:43]([CH3:45])[CH3:44])=[C:13]3[O:25][C@@:24]45[C:26]6([CH2:33]/[CH:34]=[C:35](/[C:38]([OH:40])=[O:39])\[CH2:36]O)[O:29][C:30]([CH3:32])([CH3:31])[CH:23]4[CH2:22][C@H:21]([C:27]6=[O:28])[CH:20]=[C:19]5[C:17](=[O:18])[C:14]3=[C:15]([OH:16])[C:9]=2[CH:8]=[CH:7]1, predict the reaction product. The product is: [CH3:1][C:2]([CH3:47])=[CH:3][CH2:4][CH2:5][C@@:6]1([CH3:46])[O:11][C:10]2[C:12]([CH2:41][CH:42]=[C:43]([CH3:45])[CH3:44])=[C:13]3[O:25][C@@:24]45[C:26]6([CH2:33]/[CH:34]=[C:35](/[C:38]([OH:40])=[O:39])\[CH3:36])[O:29][C:30]([CH3:31])([CH3:32])[CH:23]4[CH2:22][C@H:21]([C:27]6=[O:28])[CH:20]=[C:19]5[C:17](=[O:18])[C:14]3=[C:15]([OH:16])[C:9]=2[CH:8]=[CH:7]1.